Dataset: Reaction yield outcomes from USPTO patents with 853,638 reactions. Task: Predict the reaction yield, written as a fraction of the theoretical maximum amount of product (1.0 means a 100% yield; for example, 0.34 means a 34% yield). (1) The reactants are [CH3:1][O:2][C:3]([C:5]1[S:6][CH:7]=[CH:8][C:9]=1[NH2:10])=[O:4].[CH2:11]1[O:21][C:14]2([CH2:19][CH2:18][C:17](=O)[CH2:16][CH2:15]2)[O:13][CH2:12]1.C([Sn](Cl)(Cl)CCCC)CCC.C1([SiH3])C=CC=CC=1. The catalyst is C1COCC1. The product is [CH3:1][O:2][C:3]([C:5]1[S:6][CH:7]=[CH:8][C:9]=1[NH:10][CH:17]1[CH2:18][CH2:19][C:14]2([O:21][CH2:11][CH2:12][O:13]2)[CH2:15][CH2:16]1)=[O:4]. The yield is 0.470. (2) The reactants are [NH2:1][C:2]1[S:6][N:5]=[C:4](/[C:7](=[N:11]/[O:12][C:13]([CH3:22])([CH3:21])[C:14]([O:16][C:17]([CH3:20])([CH3:19])[CH3:18])=[O:15])/[C:8]([OH:10])=[O:9])[N:3]=1.C(=O)([O-])[O-].[K+].[K+].[CH3:29][S:30](Cl)(=[O:32])=[O:31].Cl. The catalyst is C(OCC)(=O)C.CN(C)C(=O)C. The product is [CH3:29][S:30]([O:9][C:8](=[O:10])/[C:7](/[C:4]1[N:3]=[C:2]([NH2:1])[S:6][N:5]=1)=[N:11]\[O:12][C:13]([CH3:22])([CH3:21])[C:14]([O:16][C:17]([CH3:20])([CH3:19])[CH3:18])=[O:15])(=[O:32])=[O:31]. The yield is 0.967.